This data is from Reaction yield outcomes from USPTO patents with 853,638 reactions. The task is: Predict the reaction yield, written as a fraction of the theoretical maximum amount of product (1.0 means a 100% yield; for example, 0.34 means a 34% yield). (1) The yield is 0.570. The reactants are [NH2:1][C@@H:2]([CH2:33][C:34]1[CH:39]=[CH:38][CH:37]=[CH:36][CH:35]=1)[C@@H:3]([OH:32])[CH2:4][C@@H:5]([NH:19][C:20]([C@@H:22]([NH:27][C:28](=[O:31])[O:29][CH3:30])[C:23]([CH3:26])([CH3:25])[CH3:24])=[O:21])[CH2:6][C:7]1[CH:12]=[CH:11][C:10]([C:13]2[CH:18]=[CH:17][CH:16]=[CH:15][N:14]=2)=[CH:9][CH:8]=1.[CH2:40]([N:47]([CH3:59])[C:48]([NH:50][C@@H:51]([C:55]([CH3:58])([CH3:57])[CH3:56])[C:52](O)=[O:53])=[O:49])[C:41]1[CH:46]=[CH:45][CH:44]=[CH:43][CH:42]=1.CCOP(ON1N=NC2C=CC=CC=2C1=O)(OCC)=O.C(N(CC)C(C)C)(C)C. The product is [CH3:30][O:29][C:28](=[O:31])[NH:27][C@@H:22]([C:23]([CH3:26])([CH3:25])[CH3:24])[C:20](=[O:21])[NH:19][C@@H:5]([CH2:6][C:7]1[CH:12]=[CH:11][C:10]([C:13]2[CH:18]=[CH:17][CH:16]=[CH:15][N:14]=2)=[CH:9][CH:8]=1)[CH2:4][C@H:3]([OH:32])[C@H:2]([CH2:33][C:34]1[CH:35]=[CH:36][CH:37]=[CH:38][CH:39]=1)[NH:1][C:52](=[O:53])[C@H:51]([C:55]([CH3:57])([CH3:56])[CH3:58])[NH:50][C:48](=[O:49])[N:47]([CH3:59])[CH2:40][C:41]1[CH:46]=[CH:45][CH:44]=[CH:43][CH:42]=1. The catalyst is C1COCC1. (2) The reactants are [Br:1][C:2]1[CH:7]=[CH:6][C:5]([C:8]([C:10]([C:12]2[CH:17]=[CH:16][C:15]([Br:18])=[CH:14][CH:13]=2)=O)=O)=[CH:4][CH:3]=1.[C:19]1([NH2:26])[CH:24]=[CH:23][CH:22]=[CH:21][C:20]=1[NH2:25]. The catalyst is C(Cl)(Cl)Cl. The product is [Br:1][C:2]1[CH:7]=[CH:6][C:5]([C:8]2[C:10]([C:12]3[CH:17]=[CH:16][C:15]([Br:18])=[CH:14][CH:13]=3)=[N:26][C:19]3[C:20](=[CH:21][CH:22]=[CH:23][CH:24]=3)[N:25]=2)=[CH:4][CH:3]=1. The yield is 0.990. (3) The reactants are CC(C)([O-])C.[Cl:6][C:7]1[CH:12]=[C:11]([Cl:13])[CH:10]=[CH:9][C:8]=1[C:14](=[O:21])[CH2:15][C:16]1[NH:17][CH:18]=[CH:19][N:20]=1.[C:22]1([C:28](=[CH2:33])[C:29]([O:31][CH3:32])=[S:30])[CH:27]=[CH:26][CH:25]=[CH:24][CH:23]=1.CO. The catalyst is C(O)(C)(C)C.ClCCl. The product is [Cl:6][C:7]1[CH:12]=[C:11]([Cl:13])[CH:10]=[CH:9][C:8]=1[C:14](=[O:21])[CH:15]([C:16]1[NH:20][CH:19]=[CH:18][N:17]=1)[CH2:33][CH:28]([C:22]1[CH:27]=[CH:26][CH:25]=[CH:24][CH:23]=1)[C:29]([O:31][CH3:32])=[S:30]. The yield is 0.710. (4) The reactants are [NH2:1][C:2]1[CH:15]=[CH:14][C:13]([N+:16]([O-:18])=[O:17])=[CH:12][C:3]=1[C:4]([C:6]1[CH:11]=[CH:10][CH:9]=[CH:8][CH:7]=1)=[O:5].[BH4-].[Na+].[Cl-].[NH4+]. The catalyst is CC(O)C. The product is [NH2:1][C:2]1[CH:15]=[CH:14][C:13]([N+:16]([O-:18])=[O:17])=[CH:12][C:3]=1[CH:4]([C:6]1[CH:7]=[CH:8][CH:9]=[CH:10][CH:11]=1)[OH:5]. The yield is 1.00. (5) The reactants are [C:1]([O:4][CH2:5][C:6]1[C:7]([N:13]2[CH2:24][CH2:23][C:22]3[C:21]4[CH2:20][C:19]([CH3:26])([CH3:25])[CH2:18][C:17]=4[S:16][C:15]=3[C:14]2=[O:27])=[N:8][CH:9]=[CH:10][C:11]=1Cl)(=[O:3])[CH3:2].[CH3:28][C:29]1([CH3:45])[C:33]([CH3:35])([CH3:34])[O:32][B:31]([B:31]2[O:32][C:33]([CH3:35])([CH3:34])[C:29]([CH3:45])([CH3:28])[O:30]2)[O:30]1.CC(C1C=C(C(C)C)C(C2C=CC=CC=2P(C2CCCCC2)C2CCCCC2)=C(C(C)C)C=1)C.C([O-])(=O)C.[K+]. The catalyst is C1C=CC(P(C2C=CC=CC=2)[C-]2C=CC=C2)=CC=1.C1C=CC(P(C2C=CC=CC=2)[C-]2C=CC=C2)=CC=1.Cl[Pd]Cl.[Fe+2].O1CCOCC1. The product is [C:1]([O:4][CH2:5][C:6]1[C:7]([N:13]2[CH2:24][CH2:23][C:22]3[C:21]4[CH2:20][C:19]([CH3:26])([CH3:25])[CH2:18][C:17]=4[S:16][C:15]=3[C:14]2=[O:27])=[N:8][CH:9]=[CH:10][C:11]=1[B:31]1[O:32][C:33]([CH3:35])([CH3:34])[C:29]([CH3:45])([CH3:28])[O:30]1)(=[O:3])[CH3:2]. The yield is 0.980.